From a dataset of Forward reaction prediction with 1.9M reactions from USPTO patents (1976-2016). Predict the product of the given reaction. (1) Given the reactants [Cl:1][C:2]1[CH:33]=[CH:32][C:5]([CH2:6][N:7]2[C:15]3[C:10](=[CH:11][C:12](/[CH:16]=[C:17]4/[C:18](=[O:31])[N:19]([CH2:23][C:24]5([F:30])[CH2:29][CH2:28][NH:27][CH2:26][CH2:25]5)[C:20](=[O:22])[S:21]/4)=[CH:13][CH:14]=3)[CH:9]=[N:8]2)=[C:4]([C:34]([F:37])([F:36])[F:35])[CH:3]=1.[CH:38](=O)[CH3:39], predict the reaction product. The product is: [Cl:1][C:2]1[CH:33]=[CH:32][C:5]([CH2:6][N:7]2[C:15]3[C:10](=[CH:11][C:12](/[CH:16]=[C:17]4/[C:18](=[O:31])[N:19]([CH2:23][C:24]5([F:30])[CH2:29][CH2:28][N:27]([CH2:38][CH3:39])[CH2:26][CH2:25]5)[C:20](=[O:22])[S:21]/4)=[CH:13][CH:14]=3)[CH:9]=[N:8]2)=[C:4]([C:34]([F:37])([F:36])[F:35])[CH:3]=1. (2) Given the reactants [C:1]([O:5][C:6](=[O:25])[NH:7][C:8]1[CH:13]=[C:12]([O:14][CH2:15][C:16]([F:19])([F:18])[F:17])[C:11]([C:20]([F:23])([F:22])[F:21])=[CH:10][C:9]=1[NH2:24])([CH3:4])([CH3:3])[CH3:2].C([O:30][C:31](=O)[CH2:32][C:33]([C:35]1[CH:40]=[CH:39][CH:38]=[C:37]([C:41]2[C:42]([CH2:47][CH3:48])=[N:43][CH:44]=[CH:45][CH:46]=2)[CH:36]=1)=[O:34])(C)(C)C, predict the reaction product. The product is: [C:1]([O:5][C:6](=[O:25])[NH:7][C:8]1[CH:13]=[C:12]([O:14][CH2:15][C:16]([F:18])([F:17])[F:19])[C:11]([C:20]([F:22])([F:23])[F:21])=[CH:10][C:9]=1[NH:24][C:31](=[O:30])[CH2:32][C:33]([C:35]1[CH:40]=[CH:39][CH:38]=[C:37]([C:41]2[C:42]([CH2:47][CH3:48])=[N:43][CH:44]=[CH:45][CH:46]=2)[CH:36]=1)=[O:34])([CH3:4])([CH3:2])[CH3:3].